This data is from Experimentally validated miRNA-target interactions with 360,000+ pairs, plus equal number of negative samples. The task is: Binary Classification. Given a miRNA mature sequence and a target amino acid sequence, predict their likelihood of interaction. (1) The miRNA is mmu-miR-3970 with sequence GAGGUUGUAGUUUGUGCUUU. The protein sequence of the target gene is MSKGTSSDTSLGRVSRAAFPSPTAAEMAEISRIQYEMEYTEGISQRMRVPEKLKVAPPNADLEQGFQEGVPNASVIMQVPERIVVAGNNEDVSFSRPADLDLIQSTPFKPLALKTPPRVLTLSERPLDFLDLERPPTTPQNEEIRAVGRLKRERSMSENAVRQNGQLVRNDSLWHRSDSAPRNKISRFQAPISAPEYTVTPSPQQARVCPPHMLPEDGANLSSARGILSLIQSSTRRAYQQILDVLDENRRPVLRGGSAAATSNPHHDNVRYGISNIDTTIEGTSDDLTVVDAASLRRQI.... Result: 0 (no interaction). (2) The miRNA is hsa-miR-6763-5p with sequence CUGGGGAGUGGCUGGGGAG. The protein sequence of the target gene is MTGAEIEPSAQAKPEKKAGEEVIAGPERENDVPLVVRPKVRTQATTGARPKTETKSVPAARPKTEAQAMSGARPKTEVQVMGGARPKTEAQGITGARPKTDARAVGGARSKTDAKAIPGARPKDEAQAWAQSEFGTEAVSQAEGVSQTNAVAWPLATAESGSVTKSKGLSMDRELVNVDAETFPGTQGQKGIQPWFGPGEETNMGSWCYSRPRAREEASNESGFWSADETSTASSFWTGEETSVRSWPREESNTRSRHRAKHQTNPRSRPRSKQEAYVDSWSGSEDEASNPFSFWVGENT.... Result: 0 (no interaction). (3) The miRNA is hsa-miR-6077 with sequence GGGAAGAGCUGUACGGCCUUC. The protein sequence of the target gene is MAPKRVVQLSLKMPTHAVCVVGVEAHVDIHSDVPKGANSFRVSGSSGVEVFMVYNRTRVKEPIGKARWPLDTDADMVVSVGTASKELKDFKVRVSYFGEQEDQALGRSVLYLTGVDISLEVDTGRTGKVKRSQGDKKTWRWGPEGYGAILLVNCDRDNHRSAEPDLTHSWLMSLADLQDMSPMLLSCNGPDKLFDSHKLVLNVPFSDSKRVRVFCARGGNSLSDYKQVLGPQCLSYEVERQPGEQEIKFYVEGLTFPDADFLGLVSLSVSLVDPGTLPEVTLFTDTVGFRMAPWIMTPNT.... Result: 1 (interaction). (4) The miRNA is hsa-miR-208b-3p with sequence AUAAGACGAACAAAAGGUUUGU. The protein sequence of the target gene is METMRAQRLQPGVGTSGRGTLRALRPGVTGAAAATATPPAGPPPAPPPPAPPPPPLLLSGAPGLPLPPGAAGSPAVLREAVEAVVRSFAKHTQGYGRVNVVEALQEFWQMKQSRGADLKNGALVVYEMVPSNSPPYVCYVTLPGGSCFGSFQFCPTKAEARRSAAKIALMNSVFNEHPSRRITDEFIEKSVSEALASFNGNREEADNPNTGIGAFRFMLESNKGKSMLEFQELMTVFQLLHWNGSLKAMRERQCSRQEVLAHYSHRALDDDIRHQMALDWVSREQSVPGALSRELASTER.... Result: 0 (no interaction). (5) The miRNA is hsa-miR-550a-3p with sequence UGUCUUACUCCCUCAGGCACAU. The protein sequence of the target gene is MASESETLNPSARIMTFYPTMEEFRNFSRYIAYIESQGAHRAGLAKVVPPKEWKPRTSYDDIDDLVIPAPIQQLVTGQSGLFTQYNIQKKAMTVREFRKIANSDKYCTPRYSEFEELERKYWKNLTFNPPIYGADVNGTLYEQHVDEWNIGRLKTILDLVEKESGITIEGVNTPYLYFGMWKTSFAWHTEDMDLYSINYLHFGEPKSWYSVPPEHGKRLERLAKGFFPGSAQSCEAFLRHKMTLISPLMLKKYGIPFDKVTQEAGEFMITFPYGYHAGFNHGFNCAESTNFATRRWIEYG.... Result: 0 (no interaction). (6) The miRNA is hsa-miR-664b-3p with sequence UUCAUUUGCCUCCCAGCCUACA. The protein sequence of the target gene is MKDIGQQLYTTHLNGGHNSLTMSPKQPDANGAPRPNRQEAQTLLYQGSEAEAAMMTIATCAKCKSVHKISLQDLQKGTGKDGMYVCFQCSLGAAPPNFHFVSNNSSATHVGNKTENFSSSVNSKFKVRNFKPGKYYCDKCRFSTKDPLQYKKHTLQHEEIKFICSHCSYISYTKGEFQRHLVKHTGIFPYQCEYCDYGAIRNDYIVKHTKRVHERAGAKRPVKAVAKLEPKRTGTSKQNPELLKASNPRTTFQNKWSDQLSGFSLHANKDKMHNIMLLPEPKEYQKDVVCIPNKMTLSEP.... Result: 0 (no interaction).